This data is from Reaction yield outcomes from USPTO patents with 853,638 reactions. The task is: Predict the reaction yield, written as a fraction of the theoretical maximum amount of product (1.0 means a 100% yield; for example, 0.34 means a 34% yield). The reactants are [F:1][C:2]1[C:10]([O:11][CH3:12])=[CH:9][CH:8]=[CH:7][C:3]=1[C:4]([OH:6])=O.[F:13][C:14]1[CH:19]=[CH:18][C:17]([NH:20][C:21]([C:23]2[C:27]([NH2:28])=[CH:26][NH:25][N:24]=2)=[O:22])=[CH:16][CH:15]=1.C(Cl)CCl.C1C=CC2N(O)N=NC=2C=1. The catalyst is CS(C)=O.O. The product is [F:13][C:14]1[CH:15]=[CH:16][C:17]([NH:20][C:21]([C:23]2[C:27]([NH:28][C:4](=[O:6])[C:3]3[CH:7]=[CH:8][CH:9]=[C:10]([O:11][CH3:12])[C:2]=3[F:1])=[CH:26][NH:25][N:24]=2)=[O:22])=[CH:18][CH:19]=1. The yield is 0.630.